From a dataset of Forward reaction prediction with 1.9M reactions from USPTO patents (1976-2016). Predict the product of the given reaction. Given the reactants [CH2:1]([C:4]1[CH:9]=[C:8]([N+:10]([O-])=O)[CH:7]=[CH:6][C:5]=1[O:13][CH3:14])[CH:2]=[CH2:3].[Cl-].[NH4+], predict the reaction product. The product is: [CH2:1]([C:4]1[CH:9]=[C:8]([CH:7]=[CH:6][C:5]=1[O:13][CH3:14])[NH2:10])[CH:2]=[CH2:3].